Dataset: Catalyst prediction with 721,799 reactions and 888 catalyst types from USPTO. Task: Predict which catalyst facilitates the given reaction. (1) Reactant: Br[C:2]1[CH:3]=[C:4]2[C:8](=[CH:9][CH:10]=1)[NH:7][N:6]=[C:5]2[C:11]#[N:12].[C:13]([O-:16])(=[O:15])C.[Na+].[CH3:18]N(C)C=O. Product: [C:11]([C:5]1[C:4]2[C:8](=[CH:9][CH:10]=[C:2]([C:13]([O:16][CH3:18])=[O:15])[CH:3]=2)[NH:7][N:6]=1)#[N:12]. The catalyst class is: 5. (2) Reactant: O[C:2]1[C:11]2[C:6](=[N:7][CH:8]=[CH:9][CH:10]=2)[N:5]([C:12]2[CH:17]=[CH:16][CH:15]=[CH:14][CH:13]=2)[C:4](=[O:18])[C:3]=1[C:19](=O)[CH2:20][C:21]1[S:22][CH:23]=[CH:24][CH:25]=1.O.[NH2:28][NH2:29]. Product: [S:22]1[CH:23]=[CH:24][CH:25]=[C:21]1[CH2:20][C:19]1[C:3]2[C:4](=[O:18])[N:5]([C:12]3[CH:17]=[CH:16][CH:15]=[CH:14][CH:13]=3)[C:6]3[N:7]=[CH:8][CH:9]=[CH:10][C:11]=3[C:2]=2[NH:29][N:28]=1. The catalyst class is: 3. (3) The catalyst class is: 627. Reactant: [CH:1](NC(C)C)([CH3:3])[CH3:2].C([Li])CCC.[CH2:13]([C@H:20]1[CH2:24][O:23][C:22](=[O:25])[N:21]1[C:26](=[O:32])[CH2:27][CH2:28][CH:29]1[CH2:31][CH2:30]1)[C:14]1[CH:19]=[CH:18][CH:17]=[CH:16][CH:15]=1. Product: [CH2:13]([C@H:20]1[CH2:24][O:23][C:22](=[O:25])[N:21]1[C:26](=[O:32])[C@H:27]([CH2:28][CH:29]1[CH2:30][CH2:31]1)[CH2:3][CH:1]=[CH2:2])[C:14]1[CH:15]=[CH:16][CH:17]=[CH:18][CH:19]=1. (4) Reactant: [Cl-].[NH4+].[F:3][C:4]1[C:9]([F:10])=[CH:8][C:7]([O:11][CH3:12])=[C:6]([N+:13]([O-])=O)[C:5]=1[NH:16][C:17]1[CH:22]=[CH:21][C:20]([I:23])=[CH:19][C:18]=1[F:24]. Product: [F:10][C:9]1[C:4]([F:3])=[C:5]([NH:16][C:17]2[CH:22]=[CH:21][C:20]([I:23])=[CH:19][C:18]=2[F:24])[C:6]([NH2:13])=[C:7]([O:11][CH3:12])[CH:8]=1. The catalyst class is: 186. (5) Reactant: [Br:1][C:2]1[CH:7]=[C:6]([C:8]([F:17])([C:13]([F:16])([F:15])[F:14])[C:9]([F:12])([F:11])[F:10])[CH:5]=[C:4]([C:18]([F:21])([F:20])[F:19])[C:3]=1[NH:22][C:23](=[O:34])[C:24]1[CH:29]=[CH:28][CH:27]=[C:26]([N+:30]([O-:32])=[O:31])[C:25]=1Cl.[F-:35].[K+]. Product: [Br:1][C:2]1[CH:7]=[C:6]([C:8]([F:17])([C:13]([F:16])([F:15])[F:14])[C:9]([F:12])([F:11])[F:10])[CH:5]=[C:4]([C:18]([F:21])([F:20])[F:19])[C:3]=1[NH:22][C:23](=[O:34])[C:24]1[CH:29]=[CH:28][CH:27]=[C:26]([N+:30]([O-:32])=[O:31])[C:25]=1[F:35]. The catalyst class is: 3. (6) Reactant: [Br:1][C:2]1[CH:3]=[C:4]([CH:7]=[CH:8][C:9]=1[OH:10])[CH:5]=O.[CH3:11][CH:12]([CH3:16])[CH2:13][CH2:14][NH2:15].[BH4-].[Na+]. Product: [Br:1][C:2]1[CH:3]=[C:4]([CH2:5][NH:15][CH2:14][CH2:13][CH:12]([CH3:16])[CH3:11])[CH:7]=[CH:8][C:9]=1[OH:10]. The catalyst class is: 5.